This data is from CYP1A2 inhibition data for predicting drug metabolism from PubChem BioAssay. The task is: Regression/Classification. Given a drug SMILES string, predict its absorption, distribution, metabolism, or excretion properties. Task type varies by dataset: regression for continuous measurements (e.g., permeability, clearance, half-life) or binary classification for categorical outcomes (e.g., BBB penetration, CYP inhibition). Dataset: cyp1a2_veith. (1) The drug is c1csc(CNc2ccnc(-c3ccc4c(c3)OCO4)n2)c1. The result is 1 (inhibitor). (2) The molecule is CC(=O)OCc1c(C(F)(F)F)nn(C)c1Sc1ccccc1. The result is 1 (inhibitor). (3) The drug is CC(=O)c1cccc(NC(=O)c2csc(-n3nc(C)cc3C(F)(F)F)n2)c1. The result is 1 (inhibitor). (4) The drug is COc1ccc(S(=O)(=O)N2CCCN(CC(=O)Nc3ccc4c(c3)OCO4)CC2)cc1. The result is 1 (inhibitor).